From a dataset of Peptide-MHC class I binding affinity with 185,985 pairs from IEDB/IMGT. Regression. Given a peptide amino acid sequence and an MHC pseudo amino acid sequence, predict their binding affinity value. This is MHC class I binding data. (1) The peptide sequence is PTDYMSSKL. The MHC is HLA-A30:01 with pseudo-sequence HLA-A30:01. The binding affinity (normalized) is 0.0847. (2) The peptide sequence is NTNMGLKFR. The MHC is HLA-A03:01 with pseudo-sequence HLA-A03:01. The binding affinity (normalized) is 0. (3) The peptide sequence is FENDIDEIL. The MHC is HLA-A11:01 with pseudo-sequence HLA-A11:01. The binding affinity (normalized) is 0.0847. (4) The peptide sequence is KREEHYIVL. The MHC is HLA-A02:03 with pseudo-sequence HLA-A02:03. The binding affinity (normalized) is 0.0847. (5) The peptide sequence is TVYPKTHYV. The MHC is HLA-B58:01 with pseudo-sequence HLA-B58:01. The binding affinity (normalized) is 0.242. (6) The peptide sequence is AEIAQRLEDVF. The MHC is HLA-B40:02 with pseudo-sequence HLA-B40:02. The binding affinity (normalized) is 0.411. (7) The binding affinity (normalized) is 0.198. The peptide sequence is MSIVSSLHL. The MHC is HLA-B15:01 with pseudo-sequence HLA-B15:01. (8) The peptide sequence is LNILHMLL. The MHC is H-2-Kb with pseudo-sequence H-2-Kb. The binding affinity (normalized) is 0.835.